Dataset: Forward reaction prediction with 1.9M reactions from USPTO patents (1976-2016). Task: Predict the product of the given reaction. (1) Given the reactants [C:1]1([C:7]2[N:8]=[C:9]([C:12]([O:14]CC)=O)[S:10][CH:11]=2)[CH:6]=[CH:5][CH:4]=[CH:3][CH:2]=1.[C:17]([O:20][CH2:21][CH3:22])(=[O:19])[CH3:18].C[Si]([N-][Si](C)(C)C)(C)C.[Li+], predict the reaction product. The product is: [O:14]=[C:12]([C:9]1[S:10][CH:11]=[C:7]([C:1]2[CH:2]=[CH:3][CH:4]=[CH:5][CH:6]=2)[N:8]=1)[CH2:18][C:17]([O:20][CH2:21][CH3:22])=[O:19]. (2) Given the reactants C=O.[CH:3](O)=O.[C:6]([O:14][CH2:15][CH:16]1[CH:20]2[CH2:21][CH2:22][CH:17]1[NH:18][CH2:19]2)(=[O:13])[C:7]1[CH:12]=[CH:11][CH:10]=[CH:9][CH:8]=1, predict the reaction product. The product is: [C:6]([O:14][CH2:15][CH:16]1[CH:20]2[CH2:21][CH2:22][CH:17]1[N:18]([CH3:3])[CH2:19]2)(=[O:13])[C:7]1[CH:8]=[CH:9][CH:10]=[CH:11][CH:12]=1. (3) The product is: [CH3:24][S:25]([O:1][CH2:2][CH2:3][CH:4]1[C:9]2[CH:10]=[CH:11][C:12]([C:14]([NH2:16])=[O:15])=[CH:13][C:8]=2[CH2:7][CH2:6][O:5]1)(=[O:27])=[O:26]. Given the reactants [OH:1][CH2:2][CH2:3][CH:4]1[C:9]2[CH:10]=[CH:11][C:12]([C:14]([NH2:16])=[O:15])=[CH:13][C:8]=2[CH2:7][CH2:6][O:5]1.C(N(CC)CC)C.[CH3:24][S:25](Cl)(=[O:27])=[O:26], predict the reaction product. (4) The product is: [CH2:2]([N:9]1[CH2:16][CH2:15][C:12]2([CH2:13][CH2:14]2)[C@H:11]([OH:17])[CH2:10]1)[C:3]1[CH:4]=[CH:5][CH:6]=[CH:7][CH:8]=1. Given the reactants Cl.[CH2:2]([N:9]1[CH2:16][CH2:15][C:12]2([CH2:14][CH2:13]2)[C:11](=[O:17])[CH2:10]1)[C:3]1[CH:8]=[CH:7][CH:6]=[CH:5][CH:4]=1.C1N=C(N)C2N=CN([C@@H]3O[C@H](COP(OP(OC[C@H]4O[C@@H](N5C=C(C(N)=O)CC=C5)[C@H](O)[C@@H]4O)(O)=O)(O)=O)[C@@H](O)[C@H]3O)C=2N=1.[OH-].[Na+].[Cl-].[Mg+2].[Cl-], predict the reaction product. (5) The product is: [CH:28]([O:11][C:10]1[C:4]2[C:3]([CH3:25])=[C:2]([CH3:1])[S:24][C:5]=2[C:6]2[C:22]([CH3:23])=[N:21][O:20][C:7]=2[C@H:8]([CH2:12][C:13]([O:15][C:16]([CH3:19])([CH3:18])[CH3:17])=[O:14])[N:9]=1)([CH3:29])[CH3:27]. Given the reactants [CH3:1][C:2]1[S:24][C:5]2[C:6]3[C:22]([CH3:23])=[N:21][O:20][C:7]=3[C@H:8]([CH2:12][C:13]([O:15][C:16]([CH3:19])([CH3:18])[CH3:17])=[O:14])[NH:9][C:10](=[O:11])[C:4]=2[C:3]=1[CH3:25].S1C=[CH:29][CH:28]=[CH:27]1.IC(C)C, predict the reaction product. (6) Given the reactants [Si:1]([O:18][CH2:19][CH2:20][CH:21]([N:32]1[CH:37]=[C:36]([O:38][CH3:39])[C:35]([C:40]2[CH:45]=[C:44]([Cl:46])[CH:43]=[CH:42][C:41]=2[C:47]#[N:48])=[CH:34][C:33]1=[O:49])[C:22]([O:24]CC1C=CC=CC=1)=[O:23])([C:14]([CH3:17])([CH3:16])[CH3:15])([C:8]1[CH:13]=[CH:12][CH:11]=[CH:10][CH:9]=1)[C:2]1[CH:7]=[CH:6][CH:5]=[CH:4][CH:3]=1.[OH-].[Na+].Cl, predict the reaction product. The product is: [Si:1]([O:18][CH2:19][CH2:20][CH:21]([N:32]1[CH:37]=[C:36]([O:38][CH3:39])[C:35]([C:40]2[CH:45]=[C:44]([Cl:46])[CH:43]=[CH:42][C:41]=2[C:47]#[N:48])=[CH:34][C:33]1=[O:49])[C:22]([OH:24])=[O:23])([C:14]([CH3:15])([CH3:16])[CH3:17])([C:8]1[CH:9]=[CH:10][CH:11]=[CH:12][CH:13]=1)[C:2]1[CH:3]=[CH:4][CH:5]=[CH:6][CH:7]=1. (7) The product is: [CH3:14][C:7]1([CH3:15])[C:6]2[C:10](=[CH:11][CH:12]=[C:4]([O:3][C:17]3[CH:24]=[CH:23][C:20]([C:21]#[N:22])=[CH:19][N:18]=3)[CH:5]=2)[C:9](=[O:13])[CH2:8]1. Given the reactants [H-].[Na+].[OH:3][C:4]1[CH:5]=[C:6]2[C:10](=[CH:11][CH:12]=1)[C:9](=[O:13])[CH2:8][C:7]2([CH3:15])[CH3:14].Cl[C:17]1[CH:24]=[CH:23][C:20]([C:21]#[N:22])=[CH:19][N:18]=1, predict the reaction product. (8) Given the reactants [F:1][C:2]1[CH:7]=[CH:6][C:5](B(O)O)=[CH:4][CH:3]=1.Br[C:12]1[S:16][C:15]([C:17]([O:19][CH2:20][CH3:21])=[O:18])=[CH:14][CH:13]=1.[F-].[K+], predict the reaction product. The product is: [F:1][C:2]1[CH:7]=[CH:6][C:5]([C:12]2[S:16][C:15]([C:17]([O:19][CH2:20][CH3:21])=[O:18])=[CH:14][CH:13]=2)=[CH:4][CH:3]=1. (9) The product is: [NH2:20][C:4]1[CH:5]=[C:6]([CH:18]=[CH:19][C:3]=1[O:2][CH3:1])[CH:7]=[C:8]1[C:16]2[C:11](=[CH:12][CH:13]=[CH:14][CH:15]=2)[C:10](=[O:17])[O:9]1. Given the reactants [CH3:1][O:2][C:3]1[CH:19]=[CH:18][C:6]([CH:7]=[C:8]2[C:16]3[C:11](=[CH:12][CH:13]=[CH:14][CH:15]=3)[C:10](=[O:17])[O:9]2)=[CH:5][C:4]=1[N+:20]([O-])=O.[Cl-].[NH4+], predict the reaction product. (10) Given the reactants [Br:1][C:2]1[CH:3]=[C:4]([N:8]2[C:12](C(O)=O)=[C:11]([CH3:16])[N:10]=[N:9]2)[CH:5]=[CH:6][CH:7]=1.[C:17]1([C@H:23]([OH:25])[CH3:24])[CH:22]=[CH:21][CH:20]=[CH:19][CH:18]=1.C([N:28]([CH2:31]C)CC)C.C1(P(N=[N+]=[N-])(C2C=CC=CC=2)=[O:40])C=CC=CC=1, predict the reaction product. The product is: [C:17]1([C@H:23]([O:25][C:31](=[O:40])[NH:28][C:12]2[N:8]([C:4]3[CH:5]=[CH:6][CH:7]=[C:2]([Br:1])[CH:3]=3)[N:9]=[N:10][C:11]=2[CH3:16])[CH3:24])[CH:22]=[CH:21][CH:20]=[CH:19][CH:18]=1.